Task: Predict which catalyst facilitates the given reaction.. Dataset: Catalyst prediction with 721,799 reactions and 888 catalyst types from USPTO (1) Reactant: [N+:1]([O-:4])([OH:3])=[O:2].[OH:5][CH2:6][C:7]1[C:12]([OH:13])=[CH:11][CH:10]=[C:9]([CH3:14])[N:8]=1.[NH4+].[OH-]. Product: [CH3:14][C:9]1[N:8]=[C:7]([N+:1]([O-:4])=[O:2])[C:12]([OH:13])=[CH:11][CH:10]=1.[OH:5][CH2:6][C:7]1[C:12]([OH:13])=[C:11]([N+:1]([O-:3])=[O:2])[CH:10]=[C:9]([CH3:14])[N:8]=1. The catalyst class is: 82. (2) Reactant: [C:1]([O:5][C:6]([N:8]1[CH2:13][CH2:12][CH:11]([NH:14][C:15]2[C:16]([C:29]3[CH:34]=[CH:33][C:32]([F:35])=[CH:31][CH:30]=3)=[N:17][C:18]3[C:23]([N:24]=2)=[CH:22][C:21]([C:25]([O:27][CH3:28])=[O:26])=[CH:20][CH:19]=3)[CH2:10][CH2:9]1)=[O:7])([CH3:4])([CH3:3])[CH3:2].[H-].[Na+].I[CH3:39]. The catalyst class is: 7. Product: [C:1]([O:5][C:6]([N:8]1[CH2:9][CH2:10][CH:11]([N:14]([CH3:39])[C:15]2[C:16]([C:29]3[CH:30]=[CH:31][C:32]([F:35])=[CH:33][CH:34]=3)=[N:17][C:18]3[C:23]([N:24]=2)=[CH:22][C:21]([C:25]([O:27][CH3:28])=[O:26])=[CH:20][CH:19]=3)[CH2:12][CH2:13]1)=[O:7])([CH3:4])([CH3:2])[CH3:3]. (3) Reactant: CS(O[CH2:6][CH2:7][CH2:8][O:9][C:10]1[CH:15]=[CH:14][CH:13]=[C:12]([C:16]2[N:20]([C:21]3[CH:26]=[CH:25][CH:24]=[C:23]([Cl:27])[CH:22]=3)[N:19]=[C:18]([C:28]([N:30]3[CH2:34][C:33](=[O:35])[NH:32][CH2:31]3)=[O:29])[CH:17]=2)[CH:11]=1)(=O)=O.[CH3:36][NH:37][CH3:38].[O:39]1CCCC1. Product: [CH:33]([OH:35])=[O:39].[Cl:27][C:23]1[CH:22]=[C:21]([N:20]2[C:16]([C:12]3[CH:13]=[CH:14][CH:15]=[C:10]([O:9][CH2:8][CH2:7][CH2:6][N:37]([CH3:38])[CH3:36])[CH:11]=3)=[CH:17][C:18]([C:28]([N:30]3[CH2:34][C:33](=[O:35])[NH:32][CH2:31]3)=[O:29])=[N:19]2)[CH:26]=[CH:25][CH:24]=1. The catalyst class is: 8. (4) Reactant: [CH3:1][O:2][C:3](=[O:12])[C:4]1[CH:9]=[CH:8][C:7]([CH2:10]Br)=[CH:6][CH:5]=1.[N-:13]=[N+:14]=[N-:15].[Na+]. Product: [CH3:1][O:2][C:3](=[O:12])[C:4]1[CH:9]=[CH:8][C:7]([CH2:10][N:13]=[N+:14]=[N-:15])=[CH:6][CH:5]=1. The catalyst class is: 39. (5) Reactant: Br[C:2]1[CH:3]=[C:4]([C:8]([O:10][CH2:11][CH3:12])=[O:9])[S:5][C:6]=1Br.C([Sn](CCCC)(CCCC)[CH2:18][O:19][CH2:20][Sn](CCCC)(CCCC)CCCC)CCC.CC(C1C=C(C(C)C)C(C2C=CC=CC=2P(C2CCCCC2)C2CCCCC2)=C(C(C)C)C=1)C. Product: [S:5]1[C:6]2[CH2:18][O:19][CH2:20][C:2]=2[CH:3]=[C:4]1[C:8]([O:10][CH2:11][CH3:12])=[O:9]. The catalyst class is: 102. (6) Reactant: [Cl:1][C:2]1[N:3]=[C:4]2[CH:12]=[C:11]([Cl:13])[CH:10]=[N:9][C:5]2=[N:6][C:7]=1Cl.[CH3:14][N:15]1[CH2:20][CH2:19][NH:18][CH2:17][CH2:16]1.[NH4+].[Cl-]. Product: [Cl:1][C:2]1[N:3]=[C:4]2[CH:12]=[C:11]([Cl:13])[CH:10]=[N:9][C:5]2=[N:6][C:7]=1[N:18]1[CH2:19][CH2:20][N:15]([CH3:14])[CH2:16][CH2:17]1. The catalyst class is: 2. (7) Reactant: [BH4-].[Na+].[O:3]1[C:7]2([CH2:12][CH2:11][C:10](=[O:13])[CH2:9][CH2:8]2)[O:6][CH2:5][CH2:4]1. Product: [O:3]1[C:7]2([CH2:12][CH2:11][CH:10]([OH:13])[CH2:9][CH2:8]2)[O:6][CH2:5][CH2:4]1. The catalyst class is: 5. (8) Reactant: Cl.[NH2:2][C@@H:3]1[CH2:12][CH2:11][CH2:10][C:9]2[C:8]([C:13]3[S:17][C:16]([C:18]4[CH:19]=[CH:20][C:21]([O:26][CH:27]([CH3:29])[CH3:28])=[C:22]([CH:25]=4)[C:23]#[N:24])=[N:15][N:14]=3)=[CH:7][CH:6]=[CH:5][C:4]1=2.[CH3:30][O:31][C:32](=[O:38])[CH2:33][S:34](Cl)(=[O:36])=[O:35]. Product: [C:23]([C:22]1[CH:25]=[C:18]([C:16]2[S:17][C:13]([C:8]3[CH:7]=[CH:6][CH:5]=[C:4]4[C:9]=3[CH2:10][CH2:11][CH2:12][C@H:3]4[NH:2][S:34]([CH2:33][C:32]([O:31][CH3:30])=[O:38])(=[O:36])=[O:35])=[N:14][N:15]=2)[CH:19]=[CH:20][C:21]=1[O:26][CH:27]([CH3:29])[CH3:28])#[N:24]. The catalyst class is: 2.